Dataset: Forward reaction prediction with 1.9M reactions from USPTO patents (1976-2016). Task: Predict the product of the given reaction. (1) Given the reactants Cl.[CH2:2]([O:9][C:10]1[CH:21]=[C:20]2[C:13]([NH:14][CH:15]=[C:16]2[CH2:17][CH2:18][NH2:19])=[CH:12][CH:11]=1)[C:3]1[CH:8]=[CH:7][CH:6]=[CH:5][CH:4]=1.[C:22]1(=O)[O:27][C:25](=[O:26])[C:24]2=[CH:28][CH:29]=[CH:30][CH:31]=[C:23]12.C(N(CC)C(C)C)(C)C.C(Cl)(Cl)Cl, predict the reaction product. The product is: [CH2:2]([O:9][C:10]1[CH:21]=[C:20]2[C:13](=[CH:12][CH:11]=1)[NH:14][CH:15]=[C:16]2[CH2:17][CH2:18][N:19]1[C:25](=[O:26])[C:24]2[C:23](=[CH:31][CH:30]=[CH:29][CH:28]=2)[C:22]1=[O:27])[C:3]1[CH:4]=[CH:5][CH:6]=[CH:7][CH:8]=1. (2) Given the reactants [CH:1]1([C:4]2[CH:9]=[CH:8][C:7]([C:10]([F:15])([F:14])[C:11]([OH:13])=O)=[CH:6][CH:5]=2)[CH2:3][CH2:2]1.P(Cl)(Cl)(Cl)=O.Cl.[NH2:22][CH2:23][C:24]1[CH:25]=[C:26]2[C:30](=[CH:31][CH:32]=1)[C:29](=[O:33])[N:28]([CH:34]1[CH2:39][CH2:38][C:37](=[O:40])[NH:36][C:35]1=[O:41])[CH2:27]2.C(=O)(O)[O-].[Na+], predict the reaction product. The product is: [CH:1]1([C:4]2[CH:5]=[CH:6][C:7]([C:10]([F:15])([F:14])[C:11]([NH:22][CH2:23][C:24]3[CH:25]=[C:26]4[C:30](=[CH:31][CH:32]=3)[C:29](=[O:33])[N:28]([CH:34]3[CH2:39][CH2:38][C:37](=[O:40])[NH:36][C:35]3=[O:41])[CH2:27]4)=[O:13])=[CH:8][CH:9]=2)[CH2:2][CH2:3]1. (3) Given the reactants [NH2:1][C@H:2]1[CH2:7][CH2:6][C@H:5]([NH:8][C:9]2[CH:28]=[CH:27][C:26]([N+:29]([O-:31])=[O:30])=[CH:25][C:10]=2[C:11]([NH:13][CH2:14][C:15]2[CH:20]=[CH:19][C:18]([O:21][CH3:22])=[C:17]([O:23][CH3:24])[CH:16]=2)=[O:12])[CH2:4][CH2:3]1.[CH2:32]([N:35]=[C:36]=[O:37])[CH2:33][CH3:34], predict the reaction product. The product is: [CH3:24][O:23][C:17]1[CH:16]=[C:15]([CH:20]=[CH:19][C:18]=1[O:21][CH3:22])[CH2:14][NH:13][C:11](=[O:12])[C:10]1[CH:25]=[C:26]([N+:29]([O-:31])=[O:30])[CH:27]=[CH:28][C:9]=1[NH:8][C@H:5]1[CH2:6][CH2:7][C@H:2]([NH:1][C:36]([NH:35][CH2:32][CH2:33][CH3:34])=[O:37])[CH2:3][CH2:4]1. (4) Given the reactants Cl[C:2]1[N:3]=[CH:4][C:5]([C:8]([NH:10][C:11]2[NH:12][N:13]=[C:14]([O:16][CH2:17][C:18]3[CH:23]=[C:22]([O:24][CH3:25])[CH:21]=[C:20]([O:26][CH3:27])[CH:19]=3)[CH:15]=2)=[O:9])=[N:6][CH:7]=1.CN1[C@@H](C)CNC[C@H]1C.[CH3:37][C@H:38]1[CH2:43][NH:42][CH2:41][C@@H:40]([CH3:44])[N:39]1[CH2:45][C:46]#[N:47].C(N(C(C)C)C(C)C)C, predict the reaction product. The product is: [C:46]([CH2:45][N:39]1[C@@H:38]([CH3:37])[CH2:43][N:42]([C:2]2[N:3]=[CH:4][C:5]([C:8]([NH:10][C:11]3[NH:12][N:13]=[C:14]([O:16][CH2:17][C:18]4[CH:23]=[C:22]([O:24][CH3:25])[CH:21]=[C:20]([O:26][CH3:27])[CH:19]=4)[CH:15]=3)=[O:9])=[N:6][CH:7]=2)[CH2:41][C@H:40]1[CH3:44])#[N:47].